Dataset: Forward reaction prediction with 1.9M reactions from USPTO patents (1976-2016). Task: Predict the product of the given reaction. (1) Given the reactants [Br:1][C:2]1[CH:3]=[CH:4][CH:5]=[C:6]2[C:11]=1[N:10]=[C:9](Cl)[N:8]=[CH:7]2.[C:13]1([C:19](B(O)O)=[CH2:20])[CH:18]=[CH:17][CH:16]=[CH:15][CH:14]=1.C(=O)([O-])[O-].[K+].[K+], predict the reaction product. The product is: [Br:1][C:2]1[CH:3]=[CH:4][CH:5]=[C:6]2[C:11]=1[N:10]=[C:9]([C:19]([C:13]1[CH:18]=[CH:17][CH:16]=[CH:15][CH:14]=1)=[CH2:20])[N:8]=[CH:7]2. (2) Given the reactants [CH3:1][O:2][C:3]12[CH2:10][CH2:9][CH2:8][C:7]1([CH2:11][CH:12]=[CH2:13])[CH2:6][CH2:5][O:4]2, predict the reaction product. The product is: [CH3:1][O:2][C:3]12[CH2:10][CH2:9][CH2:8][C:7]1([CH2:11][CH2:12][CH3:13])[CH2:6][CH2:5][O:4]2. (3) Given the reactants [C:1]1([N:7]2[C:11]([SH:12])=[N:10][N:9]=[N:8]2)[CH:6]=[CH:5][CH:4]=[CH:3][CH:2]=1.C1C(=O)N(Cl)C(=O)C1.[Br-].[CH3:22][O:23][C:24]1[CH:25]=[C:26]([Zn+])[CH:27]=[C:28]([O:32][CH3:33])[C:29]=1[O:30][CH3:31], predict the reaction product. The product is: [C:1]1([N:7]2[C:11]([S:12][C:26]3[CH:27]=[C:28]([O:32][CH3:33])[C:29]([O:30][CH3:31])=[C:24]([O:23][CH3:22])[CH:25]=3)=[N:10][N:9]=[N:8]2)[CH:2]=[CH:3][CH:4]=[CH:5][CH:6]=1. (4) Given the reactants [I-:1].[Cl:2][C:3]1[C:16]2[C:7](=[S+:8][C:9]3[C:14]([N:15]=2)=[CH:13][CH:12]=[CH:11][CH:10]=3)[CH:6]=[CH:5][CH:4]=1.[CH2:17]([NH:19][CH2:20][CH3:21])[CH3:18].[C:22]([N:29]1[CH2:34][CH2:33][NH:32][CH2:31][CH2:30]1)([O:24][C:25]([CH3:28])([CH3:27])[CH3:26])=[O:23], predict the reaction product. The product is: [I-:1].[C:25]([O:24][C:22]([N:29]1[CH2:30][CH2:31][N:32]([C:11]2[CH:10]=[C:9]3[C:14](=[CH:13][CH:12]=2)[N:15]=[C:16]2[C:7]([CH:6]=[C:5]([N:19]([CH2:20][CH3:21])[CH2:17][CH3:18])[CH:4]=[C:3]2[Cl:2])=[S+:8]3)[CH2:33][CH2:34]1)=[O:23])([CH3:28])([CH3:27])[CH3:26]. (5) The product is: [NH2:11][C:10]1[CH:9]=[C:8]2[C:4]([CH2:5][NH:6][C:7]2=[O:14])=[CH:3][C:2]=1[CH3:1]. Given the reactants [CH3:1][C:2]1[CH:3]=[C:4]2[C:8](=[CH:9][C:10]=1[N+:11]([O-])=O)[C:7](=[O:14])[NH:6][CH2:5]2, predict the reaction product. (6) Given the reactants [F:1][C:2]1[CH:3]=[C:4]([S:9](Cl)(=[O:11])=[O:10])[CH:5]=[C:6]([F:8])[CH:7]=1.[CH2:13]([O:15][C:16](=[O:28])[CH:17]([NH2:27])[CH:18]([C:23]([F:26])([F:25])[F:24])[C:19]([F:22])([F:21])[F:20])[CH3:14].N1C=CC=CC=1, predict the reaction product. The product is: [CH2:13]([O:15][C:16](=[O:28])[CH:17]([NH:27][S:9]([C:4]1[CH:3]=[C:2]([F:1])[CH:7]=[C:6]([F:8])[CH:5]=1)(=[O:11])=[O:10])[CH:18]([C:19]([F:22])([F:20])[F:21])[C:23]([F:25])([F:26])[F:24])[CH3:14].